Dataset: NCI-60 drug combinations with 297,098 pairs across 59 cell lines. Task: Regression. Given two drug SMILES strings and cell line genomic features, predict the synergy score measuring deviation from expected non-interaction effect. Synergy scores: CSS=17.8, Synergy_ZIP=-12.5, Synergy_Bliss=-6.49, Synergy_Loewe=-3.25, Synergy_HSA=-1.29. Drug 2: CCN(CC)CCCC(C)NC1=C2C=C(C=CC2=NC3=C1C=CC(=C3)Cl)OC. Cell line: NCI/ADR-RES. Drug 1: CN(CC1=CN=C2C(=N1)C(=NC(=N2)N)N)C3=CC=C(C=C3)C(=O)NC(CCC(=O)O)C(=O)O.